From a dataset of Reaction yield outcomes from USPTO patents with 853,638 reactions. Predict the reaction yield, written as a fraction of the theoretical maximum amount of product (1.0 means a 100% yield; for example, 0.34 means a 34% yield). (1) The reactants are [C:1]([O:5][C:6]([N:8]1[CH2:12][C@H:11]([OH:13])[CH2:10][C@H:9]1[C:14]([OH:16])=[O:15])=[O:7])([CH3:4])([CH3:3])[CH3:2].Cl[C:18]1[C:27]2[C:22](=[CH:23][CH:24]=[CH:25][CH:26]=2)[C:21]([O:28][CH3:29])=[CH:20][N:19]=1.CC([O-])(C)C.[K+]. The catalyst is CS(C)=O. The yield is 0.714. The product is [C:1]([O:5][C:6]([N:8]1[CH2:12][C@H:11]([O:13][C:18]2[C:27]3[C:22](=[CH:23][CH:24]=[CH:25][CH:26]=3)[C:21]([O:28][CH3:29])=[CH:20][N:19]=2)[CH2:10][C@H:9]1[C:14]([OH:16])=[O:15])=[O:7])([CH3:4])([CH3:2])[CH3:3]. (2) The reactants are [C:1](Cl)([C:14]1[CH:19]=[CH:18][CH:17]=[CH:16][CH:15]=1)([C:8]1[CH:13]=[CH:12][CH:11]=[CH:10][CH:9]=1)[C:2]1[CH:7]=[CH:6][CH:5]=[CH:4][CH:3]=1.[Br:21][C:22]1[CH:23]=[C:24]2[C:28](=[CH:29][CH:30]=1)[CH2:27][NH:26][CH2:25]2.C(N(CC)CC)C. The catalyst is ClCCl. The product is [Br:21][C:22]1[CH:23]=[C:24]2[C:28](=[CH:29][CH:30]=1)[CH2:27][N:26]([C:1]([C:14]1[CH:19]=[CH:18][CH:17]=[CH:16][CH:15]=1)([C:8]1[CH:13]=[CH:12][CH:11]=[CH:10][CH:9]=1)[C:2]1[CH:7]=[CH:6][CH:5]=[CH:4][CH:3]=1)[CH2:25]2. The yield is 0.850. (3) The reactants are [H-].[Na+].[CH:3]1([CH:9]([OH:14])[C:10]([F:13])([F:12])[F:11])[CH2:8][CH2:7][CH2:6][CH2:5][CH2:4]1.[NH2:15][C:16]1[N:21]=[C:20](Cl)[CH:19]=[C:18]([Cl:23])[N:17]=1.O. The catalyst is C1COCC1.C(OCC)(=O)C. The product is [Cl:23][C:18]1[CH:19]=[C:20]([O:14][CH:9]([CH:3]2[CH2:4][CH2:5][CH2:6][CH2:7][CH2:8]2)[C:10]([F:12])([F:13])[F:11])[N:21]=[C:16]([NH2:15])[N:17]=1. The yield is 0.650. (4) The reactants are Cl[C:2]1[CH:7]=[C:6]([O:8][C:9]2[CH:14]=[CH:13][C:12]([NH2:15])=[CH:11][CH:10]=2)[CH:5]=[CH:4][N:3]=1.[N:16]1[N:17]=[CH:18][CH2:19][CH:20]=1.[C:21]([O-])([O-])=O.[Cs+].[Cs+]. The catalyst is CN(C=O)C.O.C1C=CC([P]([Pd]([P](C2C=CC=CC=2)(C2C=CC=CC=2)C2C=CC=CC=2)([P](C2C=CC=CC=2)(C2C=CC=CC=2)C2C=CC=CC=2)[P](C2C=CC=CC=2)(C2C=CC=CC=2)C2C=CC=CC=2)(C2C=CC=CC=2)C2C=CC=CC=2)=CC=1. The product is [CH3:21][N:16]1[CH:20]=[C:19]([C:2]2[CH:7]=[C:6]([O:8][C:9]3[CH:14]=[CH:13][C:12]([NH2:15])=[CH:11][CH:10]=3)[CH:5]=[CH:4][N:3]=2)[CH:18]=[N:17]1. The yield is 0.740. (5) The reactants are [CH3:1][O:2][C:3]1[CH:8]=[C:7]([O:9][CH3:10])[CH:6]=[CH:5][C:4]=1/[C:11](/[NH:17][CH2:18][CH2:19][OH:20])=[CH:12]/[C:13]([O:15]C)=O.C[Si]([N:25]=[C:26]=[S:27])(C)C.O. The catalyst is CC1OCCC1.CN(C=O)C. The product is [CH3:1][O:2][C:3]1[CH:8]=[C:7]([O:9][CH3:10])[CH:6]=[CH:5][C:4]=1[C:11]1[N:17]([CH2:18][CH2:19][OH:20])[C:26](=[S:27])[NH:25][C:13](=[O:15])[CH:12]=1. The yield is 0.610. (6) The reactants are [Cl:1][C:2]1[CH:10]=[C:9]2[C:5]([C:6]([C:11]([O:13]C)=[O:12])=[CH:7][NH:8]2)=[CH:4][C:3]=1[C:15]1[CH:20]=[CH:19][C:18]([O:21][CH2:22][CH2:23][CH2:24][N:25]2[CH2:30][CH2:29][O:28][CH2:27][C:26]2=[O:31])=[CH:17][CH:16]=1.[OH-].[Na+]. The catalyst is CO. The product is [Cl:1][C:2]1[CH:10]=[C:9]2[C:5]([C:6]([C:11]([OH:13])=[O:12])=[CH:7][NH:8]2)=[CH:4][C:3]=1[C:15]1[CH:20]=[CH:19][C:18]([O:21][CH2:22][CH2:23][CH2:24][N:25]2[CH2:30][CH2:29][O:28][CH2:27][C:26]2=[O:31])=[CH:17][CH:16]=1. The yield is 0.0900. (7) The yield is 0.713. The product is [Cl:16][C:17]1[N:18]=[N:19][C:20]([CH:2]([C:3]([O:5][CH2:6][CH3:7])=[O:4])[C:1]([O:9][C:10]([CH3:12])([CH3:11])[CH3:13])=[O:8])=[CH:21][CH:22]=1. The reactants are [C:1]([O:9][C:10]([CH3:13])([CH3:12])[CH3:11])(=[O:8])[CH2:2][C:3]([O:5][CH2:6][CH3:7])=[O:4].[H-].[Na+].[Cl:16][C:17]1[N:18]=[N:19][C:20](Cl)=[CH:21][CH:22]=1. The catalyst is O1CCOCC1. (8) The product is [NH2:16][C:8]1[CH:7]=[C:6]2[C:5]([CH:4]=[CH:3][NH:19]2)=[CH:15][C:9]=1[C:10]([O:12][CH2:13][CH3:14])=[O:11]. The catalyst is [Ni].CCO. The reactants are CN(C)/[CH:3]=[CH:4]/[C:5]1[C:6]([N+:19]([O-])=O)=[CH:7][C:8]([N+:16]([O-])=O)=[C:9]([CH:15]=1)[C:10]([O:12][CH2:13][CH3:14])=[O:11].[H][H]. The yield is 0.300.